Dataset: Reaction yield outcomes from USPTO patents with 853,638 reactions. Task: Predict the reaction yield, written as a fraction of the theoretical maximum amount of product (1.0 means a 100% yield; for example, 0.34 means a 34% yield). The reactants are [OH:1][C:2]1[CH:11]=[C:10]2[C:5]([CH:6]=[C:7]([CH:12]=[O:13])[CH:8]=[N:9]2)=[CH:4][CH:3]=1.Br[CH2:15][CH2:16][CH2:17][CH2:18][CH2:19][CH2:20][CH3:21].C([O-])([O-])=O.[K+].[K+].O. The catalyst is CN(C=O)C. The product is [CH2:15]([O:1][C:2]1[CH:11]=[C:10]2[C:5]([CH:6]=[C:7]([CH:12]=[O:13])[CH:8]=[N:9]2)=[CH:4][CH:3]=1)[CH2:16][CH2:17][CH2:18][CH2:19][CH2:20][CH3:21]. The yield is 0.300.